Dataset: Reaction yield outcomes from USPTO patents with 853,638 reactions. Task: Predict the reaction yield, written as a fraction of the theoretical maximum amount of product (1.0 means a 100% yield; for example, 0.34 means a 34% yield). (1) The reactants are [CH2:1]([N:3]([CH2:7][CH2:8][N:9]1[C:13](=[O:14])[C:12]2=[CH:15][CH:16]=[CH:17][CH:18]=[C:11]2[C:10]1=[O:19])[CH2:4][CH2:5]O)[CH3:2].C(N(S(F)(F)[F:26])CC)C.ClCCl.C(=O)([O-])[O-].[Na+].[Na+]. The catalyst is C(COC)OC. The product is [CH2:1]([N:3]([CH2:7][CH2:8][N:9]1[C:13](=[O:14])[C:12]2=[CH:15][CH:16]=[CH:17][CH:18]=[C:11]2[C:10]1=[O:19])[CH2:4][CH2:5][F:26])[CH3:2]. The yield is 0.500. (2) The reactants are [C:1]([O:5][C:6](=[O:18])[CH2:7]/[N:8]=[CH:9]/[CH2:10][C:11]1([CH3:17])[CH2:16][CH2:15][CH2:14][CH2:13][CH2:12]1)([CH3:4])([CH3:3])[CH3:2].[Cl:19][C:20]1[C:21]([F:38])=[C:22](/[CH:26]=[C:27](/[C:30]2[CH:35]=[CH:34][C:33]([Cl:36])=[CH:32][C:31]=2[F:37])\[C:28]#[N:29])[CH:23]=[CH:24][CH:25]=1.C(N(CC)CC)C.C1CCN2C(=NCCC2)CC1. The catalyst is ClCCl.C(O)(C)(C)C. The product is [C:1]([O:5][C:6]([CH:7]1[CH:26]([C:22]2[CH:23]=[CH:24][CH:25]=[C:20]([Cl:19])[C:21]=2[F:38])[C:27]([C:30]2[CH:35]=[CH:34][C:33]([Cl:36])=[CH:32][C:31]=2[F:37])([C:28]#[N:29])[CH:9]([CH2:10][C:11]2([CH3:17])[CH2:12][CH2:13][CH2:14][CH2:15][CH2:16]2)[NH:8]1)=[O:18])([CH3:4])([CH3:2])[CH3:3]. The yield is 0.660. (3) The reactants are [OH:1][CH:2]([C:5]1[C:13]2[O:12][CH2:11][CH:10]([C:14]3[CH:19]=[CH:18][C:17]([CH:20]([CH3:22])[CH3:21])=[CH:16][CH:15]=3)[C:9]=2[C:8]([CH3:23])=[C:7]([NH:24][C:25](=[O:31])[CH2:26][C:27]([CH3:30])([CH3:29])[CH3:28])[C:6]=1[CH3:32])[CH2:3][CH3:4]. The catalyst is CCCCCC.C(OCC)(=O)C. The product is [CH:20]([C:17]1[CH:18]=[CH:19][C:14]([CH:10]2[C:9]3[C:8]([CH3:23])=[C:7]([NH:24][C:25](=[O:31])[CH2:26][C:27]([CH3:28])([CH3:30])[CH3:29])[C:6]([CH3:32])=[C:5]([C:2](=[O:1])[CH2:3][CH3:4])[C:13]=3[O:12][CH2:11]2)=[CH:15][CH:16]=1)([CH3:22])[CH3:21]. The yield is 0.180. (4) The reactants are CS(O[CH2:6][C@@H:7]([NH:15][C:16]([O:18][C:19]([CH3:22])([CH3:21])[CH3:20])=[O:17])[CH2:8][CH:9]1[CH2:14][CH2:13][CH2:12][CH2:11][CH2:10]1)(=O)=O.[CH3:23][NH2:24]. The catalyst is C(O)C. The product is [CH:9]1([CH2:8][C@H:7]([NH:15][C:16](=[O:17])[O:18][C:19]([CH3:22])([CH3:21])[CH3:20])[CH2:6][NH:24][CH3:23])[CH2:14][CH2:13][CH2:12][CH2:11][CH2:10]1. The yield is 0.470. (5) The reactants are [OH-].[Na+].[Br:3][C:4]1[CH:12]=[CH:11][CH:10]=[C:9]2[C:5]=1[CH:6]=[CH:7][NH:8]2.[F:13][C:14]([F:26])([F:25])[C:15]1[CH:16]=[C:17]([S:21](Cl)(=[O:23])=[O:22])[CH:18]=[CH:19][CH:20]=1. The catalyst is S([O-])(O)(=O)=O.C([N+](CCCC)(CCCC)CCCC)CCC.C(Cl)Cl.O. The product is [Br:3][C:4]1[CH:12]=[CH:11][CH:10]=[C:9]2[C:5]=1[CH:6]=[CH:7][N:8]2[S:21]([C:17]1[CH:18]=[CH:19][CH:20]=[C:15]([C:14]([F:13])([F:25])[F:26])[CH:16]=1)(=[O:23])=[O:22]. The yield is 0.440.